Dataset: Full USPTO retrosynthesis dataset with 1.9M reactions from patents (1976-2016). Task: Predict the reactants needed to synthesize the given product. (1) Given the product [CH2:20]([N:9]([CH2:10][C:11]([C:13]1[CH:14]=[CH:15][C:16]([Cl:19])=[CH:17][CH:18]=1)=[CH2:12])[NH:8][C:6]([O:5][C:1]([CH3:4])([CH3:2])[CH3:3])=[O:7])[CH3:21], predict the reactants needed to synthesize it. The reactants are: [C:1]([O:5][C:6]([NH:8][NH:9][CH2:10][C:11]([C:13]1[CH:18]=[CH:17][C:16]([Cl:19])=[CH:15][CH:14]=1)=[CH2:12])=[O:7])([CH3:4])([CH3:3])[CH3:2].[CH:20](N(CC)C(C)C)(C)[CH3:21].C(I)C. (2) The reactants are: C(OC([N:8]1[C:13]2[CH:14]=[CH:15][C:16]([N:18]([S:20]([CH3:23])(=[O:22])=[O:21])[CH3:19])=[CH:17][C:12]=2[S:11](=[O:25])(=[O:24])[CH:10]=[C:9]1[CH2:26][C:27]([O:29][CH2:30][CH3:31])=[O:28])=O)(C)(C)C. Given the product [CH2:30]([O:29][C:27](=[O:28])[CH2:26][C:9]1[NH:8][C:13]2[CH:14]=[CH:15][C:16]([N:18]([S:20]([CH3:23])(=[O:22])=[O:21])[CH3:19])=[CH:17][C:12]=2[S:11](=[O:25])(=[O:24])[CH:10]=1)[CH3:31], predict the reactants needed to synthesize it. (3) Given the product [C:1]([OH:8])(=[O:7])/[CH:2]=[CH:3]/[C:4]([OH:6])=[O:5].[Cl:9][C:10]1[CH:11]=[CH:12][C:13]([NH:14][C:15]2[C:24]3[C:19](=[CH:20][CH:21]=[CH:22][CH:23]=3)[C:18]([CH2:25][C:26]3[CH:31]=[CH:30][N:29]=[CH:28][CH:27]=3)=[N:17][N:16]=2)=[CH:32][CH:33]=1.[Cl:9][C:10]1[CH:11]=[CH:12][C:13]([NH:14][C:15]2[C:24]3[C:19](=[CH:20][CH:21]=[CH:22][CH:23]=3)[C:18]([CH2:25][C:26]3[CH:31]=[CH:30][N:29]=[CH:28][CH:27]=3)=[N:17][N:16]=2)=[CH:32][CH:33]=1, predict the reactants needed to synthesize it. The reactants are: [C:1]([OH:8])(=[O:7])/[CH:2]=[CH:3]/[C:4]([OH:6])=[O:5].[Cl:9][C:10]1[CH:33]=[CH:32][C:13]([NH:14][C:15]2[C:24]3[C:19](=[CH:20][CH:21]=[CH:22][CH:23]=3)[C:18]([CH2:25][C:26]3[CH:31]=[CH:30][N:29]=[CH:28][CH:27]=3)=[N:17][N:16]=2)=[CH:12][CH:11]=1.CO. (4) Given the product [F:24][C:25]1[CH:26]=[C:27]([CH:31]=[C:32]([F:34])[CH:33]=1)[C:28]([NH:21][C:17]1[CH:16]=[CH:15][CH:14]=[C:13]2[C:18]=1[CH:19]=[CH:20][C:11]([NH:10][C@H:1]1[C:9]3[C:4](=[CH:5][CH:6]=[CH:7][CH:8]=3)[CH2:3][CH2:2]1)=[N:12]2)=[O:29], predict the reactants needed to synthesize it. The reactants are: [C@H:1]1([NH:10][C:11]2[CH:20]=[CH:19][C:18]3[C:13](=[CH:14][CH:15]=[CH:16][C:17]=3[N+:21]([O-])=O)[N:12]=2)[C:9]2[C:4](=[CH:5][CH:6]=[CH:7][CH:8]=2)[CH2:3][CH2:2]1.[F:24][C:25]1[CH:26]=[C:27]([CH:31]=[C:32]([F:34])[CH:33]=1)[C:28](Cl)=[O:29].Cl. (5) Given the product [Br:1][C:2]1[N:7]=[C:6]([NH:8][CH2:9][CH:10]2[CH2:11][CH2:12][O:13][CH2:14][CH2:15]2)[C:5]([Cl:16])=[CH:4][C:3]=1[Cl:17], predict the reactants needed to synthesize it. The reactants are: [Br:1][C:2]1[N:7]=[C:6]([NH:8][CH2:9][CH:10]2[CH2:15][CH2:14][O:13][CH2:12][CH2:11]2)[C:5]([Cl:16])=[CH:4][C:3]=1[Cl:17].BrC1N=C(NCC2CCOCC2)C(Cl)=CC=1.ClN1C(=O)CCC1=O. (6) Given the product [Cl:18][C:12]1[CH:13]=[C:14]([Cl:17])[CH:15]=[CH:16][C:11]=1[CH2:10][C@H:9]1[NH:8][C:23](=[O:25])[CH2:22][NH:21][C:19]1=[O:20], predict the reactants needed to synthesize it. The reactants are: C(OC([NH:8][C@@H:9]([C:19]([NH:21][CH2:22][C:23]([O:25]CC)=O)=[O:20])[CH2:10][C:11]1[CH:16]=[CH:15][C:14]([Cl:17])=[CH:13][C:12]=1[Cl:18])=O)(C)(C)C.C(O)(C(F)(F)F)=O. (7) Given the product [CH3:1][O:2][C:3](=[O:4])[C:5]([C:6]#[N:7])=[CH:8][CH2:9][CH:10]([CH3:12])[CH3:11], predict the reactants needed to synthesize it. The reactants are: [CH3:1][O:2][C:3]([CH2:5][C:6]#[N:7])=[O:4].[CH:8](=O)[CH2:9][CH:10]([CH3:12])[CH3:11].N1CCCCC1. (8) Given the product [CH3:1][O:2][C:3]([C:5]1[C:9]2[CH:10]=[CH:11][CH:12]=[CH:13][C:8]=2[S:7](=[O:15])(=[O:14])[N:6]=1)=[O:4], predict the reactants needed to synthesize it. The reactants are: [CH3:1][O:2][C:3]([CH:5]1[C:9]2[CH:10]=[CH:11][CH:12]=[CH:13][C:8]=2[S:7](=[O:15])(=[O:14])[N:6]1CC1C=CC(OC)=CC=1)=[O:4]. (9) The reactants are: [CH3:1][C:2]([CH3:27])([CH3:26])[CH2:3][O:4][C:5]([NH:7][C@@H:8]([CH2:12][NH:13]CC=C1C(=O)CC(C)(C)CC1=O)[C:9]([OH:11])=[O:10])=[O:6].NN. Given the product [NH2:13][CH2:12][C@H:8]([NH:7][C:5]([O:4][CH2:3][C:2]([CH3:27])([CH3:26])[CH3:1])=[O:6])[C:9]([OH:11])=[O:10], predict the reactants needed to synthesize it.